From a dataset of Reaction yield outcomes from USPTO patents with 853,638 reactions. Predict the reaction yield, written as a fraction of the theoretical maximum amount of product (1.0 means a 100% yield; for example, 0.34 means a 34% yield). (1) The reactants are [OH-].[Li+].[CH:3]1([C@H:9]([NH:14][C:15]([C:17]2[CH:22]=[CH:21][C:20]([C:23]3[S:24][CH:25]=[CH:26][CH:27]=3)=[CH:19][C:18]=2[NH:28][C:29]([NH:31][C:32]2[C:37]([CH3:38])=[CH:36][CH:35]=[CH:34][C:33]=2[CH3:39])=[O:30])=[O:16])[C:10]([O:12]C)=[O:11])[CH2:8][CH2:7][CH2:6][CH2:5][CH2:4]1.CO.O. The product is [CH:3]1([C@H:9]([NH:14][C:15]([C:17]2[CH:22]=[CH:21][C:20]([C:23]3[S:24][CH:25]=[CH:26][CH:27]=3)=[CH:19][C:18]=2[NH:28][C:29]([NH:31][C:32]2[C:37]([CH3:38])=[CH:36][CH:35]=[CH:34][C:33]=2[CH3:39])=[O:30])=[O:16])[C:10]([OH:12])=[O:11])[CH2:4][CH2:5][CH2:6][CH2:7][CH2:8]1. The catalyst is C1COCC1. The yield is 0.390. (2) The reactants are [CH3:1][N:2]=[C:3]=[S:4].CCN(CC)CC.[Cl:12][C:13]1[CH:14]=[C:15]([C:19]2[N:23]=[C:22]([CH:24]3[CH2:29][O:28][CH2:27][CH2:26][NH:25]3)[O:21][N:20]=2)[CH:16]=[CH:17][CH:18]=1. The catalyst is C(Cl)Cl. The product is [CH3:1][NH:2][C:3]([N:25]1[CH2:26][CH2:27][O:28][CH2:29][CH:24]1[C:22]1[O:21][N:20]=[C:19]([C:15]2[CH:16]=[CH:17][CH:18]=[C:13]([Cl:12])[CH:14]=2)[N:23]=1)=[S:4]. The yield is 0.840. (3) The reactants are [NH2:1][C:2]1[C:3]2[N:4]([C:8]([C@@H:12]3[CH2:16][CH2:15][CH2:14][N:13]3C(OCC3C=CC=CC=3)=O)=[N:9][C:10]=2Br)[CH:5]=[CH:6][N:7]=1.[CH2:27]([C:30]1[CH:35]=[CH:34][N:33]=[C:32]([NH:36][C:37](=[O:53])[C:38]2[CH:43]=[CH:42][C:41](B3OC(C)(C)C(C)(C)O3)=[CH:40][CH:39]=2)[CH:31]=1)[CH2:28][CH3:29]. No catalyst specified. The product is [NH2:1][C:2]1[C:3]2[N:4]([C:8]([C@@H:12]3[CH2:16][CH2:15][CH2:14][NH:13]3)=[N:9][C:10]=2[C:41]2[CH:42]=[CH:43][C:38]([C:37]([NH:36][C:32]3[CH:31]=[C:30]([CH2:27][CH2:28][CH3:29])[CH:35]=[CH:34][N:33]=3)=[O:53])=[CH:39][CH:40]=2)[CH:5]=[CH:6][N:7]=1. The yield is 0.930. (4) The yield is 0.950. The reactants are [Cl:1][C:2]1[CH:7]=[CH:6][CH:5]=[C:4]([Cl:8])[C:3]=1[C:9]1[NH:10][C:11]([C:29]2[CH:34]=[CH:33][C:32]([F:35])=[CH:31][CH:30]=2)=[C:12]([C:14]2[N:19]=[C:18]3[N:20]([CH2:24][C:25]([CH3:28])([CH3:27])[CH3:26])[C:21]([NH2:23])=[N:22][C:17]3=[CH:16][CH:15]=2)[N:13]=1.[CH3:36][S:37]([OH:40])(=[O:39])=[O:38]. The catalyst is CO. The product is [CH3:36][S:37]([OH:40])(=[O:39])=[O:38].[Cl:1][C:2]1[CH:7]=[CH:6][CH:5]=[C:4]([Cl:8])[C:3]=1[C:9]1[NH:10][C:11]([C:29]2[CH:30]=[CH:31][C:32]([F:35])=[CH:33][CH:34]=2)=[C:12]([C:14]2[N:19]=[C:18]3[N:20]([CH2:24][C:25]([CH3:28])([CH3:27])[CH3:26])[C:21]([NH2:23])=[N:22][C:17]3=[CH:16][CH:15]=2)[N:13]=1.